Task: Predict the reaction yield, written as a fraction of the theoretical maximum amount of product (1.0 means a 100% yield; for example, 0.34 means a 34% yield).. Dataset: Reaction yield outcomes from USPTO patents with 853,638 reactions (1) The reactants are CCCC[N+](CCCC)(CCCC)CCCC.[F-].[Br:19][C:20]1[CH:21]=[C:22]([O:36][C:37]2[CH:42]=[CH:41][CH:40]=[CH:39][CH:38]=2)[C:23]([NH:26][C:27]2[S:28][CH:29]=[C:30]([CH2:32][CH2:33][C:34]#[N:35])[N:31]=2)=[N:24][CH:25]=1.[Si]([N:47]=[N+:48]=[N-:49])(C)(C)C. The catalyst is C(Cl)Cl. The product is [NH:47]1[C:34]([CH2:33][CH2:32][C:30]2[N:31]=[C:27]([NH:26][C:23]3[C:22]([O:36][C:37]4[CH:42]=[CH:41][CH:40]=[CH:39][CH:38]=4)=[CH:21][C:20]([Br:19])=[CH:25][N:24]=3)[S:28][CH:29]=2)=[N:35][N:49]=[N:48]1. The yield is 0.578. (2) The reactants are O=[C:2]1[C:11]([C:12]#[N:13])=[CH:10][C:9]2[CH2:8][CH2:7][CH2:6][CH2:5][C:4]=2[NH:3]1.P(Cl)(Cl)([Cl:16])=O. No catalyst specified. The product is [Cl:16][C:2]1[C:11]([C:12]#[N:13])=[CH:10][C:9]2[CH2:8][CH2:7][CH2:6][CH2:5][C:4]=2[N:3]=1. The yield is 0.750. (3) The reactants are [C:1]1([C:41]2[CH:46]=[CH:45][CH:44]=[CH:43][CH:42]=2)[CH:6]=[CH:5][C:4]([C@@:7]2([O:39][CH3:40])[CH2:38][N:10]3[C:11](=[O:37])[C@@H:12]([NH:29][C:30]([O:32][C:33]([CH3:36])([CH3:35])[CH3:34])=[O:31])[CH2:13][CH2:14][CH2:15][CH2:16][CH2:17][CH:18]=[CH:19][C@@H:20]4[CH2:25][C@@:21]4([C:26](O)=[O:27])[NH:22][C:23](=[O:24])[C@@H:9]3[CH2:8]2)=[CH:3][CH:2]=1.C1N=CN(C(N2C=NC=C2)=O)C=1.[CH:59]1([S:62]([NH2:65])(=[O:64])=[O:63])[CH2:61][CH2:60]1.C1CCN2C(=NCCC2)CC1. The catalyst is O1CCCC1. The product is [C:1]1([C:41]2[CH:42]=[CH:43][CH:44]=[CH:45][CH:46]=2)[CH:6]=[CH:5][C:4]([C@@:7]2([O:39][CH3:40])[CH2:38][N:10]3[C:11](=[O:37])[C@@H:12]([NH:29][C:30](=[O:31])[O:32][C:33]([CH3:35])([CH3:36])[CH3:34])[CH2:13][CH2:14][CH2:15][CH2:16][CH2:17][CH:18]=[CH:19][C@@H:20]4[CH2:25][C@@:21]4([C:26](=[O:27])[NH:65][S:62]([CH:59]4[CH2:61][CH2:60]4)(=[O:64])=[O:63])[NH:22][C:23](=[O:24])[C@@H:9]3[CH2:8]2)=[CH:3][CH:2]=1. The yield is 0.260. (4) The reactants are [CH3:1][O:2][C:3](=[O:17])[C:4]([C:6]1[CH:11]=[CH:10][C:9]([S:12]([CH3:15])(=[O:14])=[O:13])=[C:8]([Cl:16])[CH:7]=1)=O.[CH:18]1([O:23][NH2:24])[CH2:22][CH2:21][CH2:20][CH2:19]1. The product is [CH3:1][O:2][C:3](=[O:17])/[C:4](/[C:6]1[CH:11]=[CH:10][C:9]([S:12]([CH3:15])(=[O:14])=[O:13])=[C:8]([Cl:16])[CH:7]=1)=[N:24]/[O:23][CH:18]1[CH2:22][CH2:21][CH2:20][CH2:19]1. The yield is 0.440. The catalyst is CO.